The task is: Predict which catalyst facilitates the given reaction.. This data is from Catalyst prediction with 721,799 reactions and 888 catalyst types from USPTO. (1) Reactant: [CH3:1][C:2]([OH:41])([C:4]1[C:9]([CH2:10][CH2:11][C@@H:12]([S:32][CH2:33][C:34]2([CH2:37][C:38]([OH:40])=[O:39])[CH2:36][CH2:35]2)[C:13]2[CH:18]=[C:17](/[CH:19]=[CH:20]/[C:21]3[CH:31]=[CH:30][C:24]4[CH:25]=[CH:26][C:27]([Cl:29])=[CH:28][C:23]=4[N:22]=3)[CH:16]=[CH:15][CH:14]=2)=[CH:8][CH:7]=[CH:6][CH:5]=1)[CH3:3].C1CCC(NC2CCCCC2)CC1.O.C(O)(=O)C.C(Cl)Cl. Product: [CH3:3][C:2]([OH:41])([C:4]1[CH:5]=[CH:6][CH:7]=[CH:8][C:9]=1[CH2:10][CH2:11][C@@H:12]([S:32][CH2:33][C:34]1([CH2:37][C:38]([OH:40])=[O:39])[CH2:35][CH2:36]1)[C:13]1[CH:14]=[CH:15][CH:16]=[C:17](/[CH:19]=[CH:20]/[C:21]2[CH:31]=[CH:30][C:24]3[CH:25]=[CH:26][C:27]([Cl:29])=[CH:28][C:23]=3[N:22]=2)[CH:18]=1)[CH3:1]. The catalyst class is: 345. (2) Reactant: [Cl:1][C:2]1[C:7]([C:8]2[C:13]([F:14])=[CH:12][C:11]([O:15]C)=[CH:10][C:9]=2[F:17])=[C:6]([N:18]2[CH2:23][CH2:22][CH:21]([CH3:24])[CH2:20][CH2:19]2)[N:5]2[N:25]=[CH:26][N:27]=[C:4]2[N:3]=1.[Al+3].[Cl-].[Cl-].[Cl-]. Product: [Cl:1][C:2]1[C:7]([C:8]2[C:9]([F:17])=[CH:10][C:11]([OH:15])=[CH:12][C:13]=2[F:14])=[C:6]([N:18]2[CH2:19][CH2:20][CH:21]([CH3:24])[CH2:22][CH2:23]2)[N:5]2[N:25]=[CH:26][N:27]=[C:4]2[N:3]=1. The catalyst class is: 11. (3) The catalyst class is: 5. Reactant: [Cl:1][C:2]1[CH:33]=[CH:32][C:5]([C:6]([N:8]2[CH2:12][CH2:11][C@@H:10]([NH:13][C:14]3[CH:19]=[CH:18][C:17](/[CH:20]=[CH:21]/[C:22]([NH:24][O:25]C4CCCCO4)=[O:23])=[CH:16][CH:15]=3)[CH2:9]2)=[O:7])=[CH:4][CH:3]=1.CO.Cl.CC#N. Product: [ClH:1].[Cl:1][C:2]1[CH:3]=[CH:4][C:5]([C:6]([N:8]2[CH2:12][CH2:11][C@@H:10]([NH:13][C:14]3[CH:19]=[CH:18][C:17](/[CH:20]=[CH:21]/[C:22]([NH:24][OH:25])=[O:23])=[CH:16][CH:15]=3)[CH2:9]2)=[O:7])=[CH:32][CH:33]=1. (4) Reactant: Cl.Cl[CH2:3][C:4]1[CH:9]=[CH:8][CH:7]=[CH:6][N:5]=1.[CH3:10][C:11]1[CH:12]=[C:13]([CH2:33][CH:34]2[CH2:39][CH2:38][NH:37][CH2:36][CH2:35]2)[CH:14]=[C:15]2[C:19]=1[C:18](=[O:20])[N:17]([CH2:21][C:22]1[CH:27]=[CH:26][C:25]([O:28][C:29]([F:32])([F:31])[F:30])=[CH:24][CH:23]=1)[CH2:16]2.C(=O)([O-])[O-].[K+].[K+].C(#N)C. Product: [CH3:10][C:11]1[CH:12]=[C:13]([CH2:33][CH:34]2[CH2:35][CH2:36][N:37]([CH2:3][C:4]3[CH:9]=[CH:8][CH:7]=[CH:6][N:5]=3)[CH2:38][CH2:39]2)[CH:14]=[C:15]2[C:19]=1[C:18](=[O:20])[N:17]([CH2:21][C:22]1[CH:27]=[CH:26][C:25]([O:28][C:29]([F:31])([F:32])[F:30])=[CH:24][CH:23]=1)[CH2:16]2. The catalyst class is: 6. (5) Reactant: [C:1](Cl)(=[O:4])[CH:2]=[CH2:3].[NH2:6][C@H:7]([C:9]([OH:11])=[O:10])[CH3:8]. Product: [C:1]([NH:6][CH:7]([CH3:8])[C:9]([OH:11])=[O:10])(=[O:4])[CH:2]=[CH2:3]. The catalyst class is: 21. (6) The catalyst class is: 2. Reactant: Cl.[F:2][C:3]1[CH:18]=[CH:17][C:6]([CH2:7][NH:8][CH2:9][C:10]2[CH:15]=[CH:14][C:13]([F:16])=[CH:12][CH:11]=2)=[CH:5][CH:4]=1.[OH-].[Na+].[C:21](Cl)([CH3:23])=[O:22]. Product: [F:2][C:3]1[CH:4]=[CH:5][C:6]([CH2:7][N:8]([CH2:9][C:10]2[CH:15]=[CH:14][C:13]([F:16])=[CH:12][CH:11]=2)[C:21](=[O:22])[CH3:23])=[CH:17][CH:18]=1.